This data is from Peptide-MHC class II binding affinity with 134,281 pairs from IEDB. The task is: Regression. Given a peptide amino acid sequence and an MHC pseudo amino acid sequence, predict their binding affinity value. This is MHC class II binding data. (1) The peptide sequence is SRWSSPDNVKPIYIV. The binding affinity (normalized) is 0.483. The MHC is DRB1_0701 with pseudo-sequence DRB1_0701. (2) The peptide sequence is GELQIVDKIDAAFKQ. The MHC is DRB3_0202 with pseudo-sequence DRB3_0202. The binding affinity (normalized) is 0.218. (3) The binding affinity (normalized) is 0.667. The MHC is DRB4_0101 with pseudo-sequence DRB4_0103. The peptide sequence is PIVKDASIQVVSAIR. (4) The peptide sequence is ADKDVVVLTSSRTGGV. The MHC is H-2-IAk with pseudo-sequence H-2-IAk. The binding affinity (normalized) is 0.132. (5) The peptide sequence is APPPQLPRPPATPPP. The MHC is HLA-DQA10101-DQB10501 with pseudo-sequence HLA-DQA10101-DQB10501. The binding affinity (normalized) is 0. (6) The peptide sequence is ERLAVMGDTAWDFSS. The MHC is DRB1_1101 with pseudo-sequence DRB1_1101. The binding affinity (normalized) is 0. (7) The peptide sequence is YDKFLANVSTSLTGK. The MHC is DRB1_1602 with pseudo-sequence DRB1_1602. The binding affinity (normalized) is 0.843.